Dataset: Forward reaction prediction with 1.9M reactions from USPTO patents (1976-2016). Task: Predict the product of the given reaction. (1) Given the reactants Cl.[F:2][C:3]([F:21])([F:20])[C:4]1[CH:5]=[C:6]([CH:14]2[CH2:19][CH2:18][NH:17][CH2:16][CH2:15]2)[CH:7]=[C:8]([C:10]([F:13])([F:12])[F:11])[CH:9]=1.[C:22]([O:26][C:27]([N:29]1[CH2:34][CH2:33][C:32]2[NH:35][N:36]=[C:37]([C:38](O)=[O:39])[C:31]=2[CH2:30]1)=[O:28])([CH3:25])([CH3:24])[CH3:23].C(N(C(C)C)CC)(C)C.CCN=C=NCCCN(C)C.C1C=CC2N(O)N=NC=2C=1, predict the reaction product. The product is: [F:21][C:3]([F:2])([F:20])[C:4]1[CH:5]=[C:6]([CH:14]2[CH2:19][CH2:18][N:17]([C:38]([C:37]3[C:31]4[CH2:30][N:29]([C:27]([O:26][C:22]([CH3:25])([CH3:24])[CH3:23])=[O:28])[CH2:34][CH2:33][C:32]=4[NH:35][N:36]=3)=[O:39])[CH2:16][CH2:15]2)[CH:7]=[C:8]([C:10]([F:12])([F:13])[F:11])[CH:9]=1. (2) Given the reactants [Cl:1][C:2]1[CH:11]=[CH:10][C:5]([C:6]([O:8][CH3:9])=[O:7])=[CH:4][C:3]=1[N:12]1[CH:17]=[CH:16][NH:15][C:14](=O)[C:13]1=[O:19].CN(C)C=O.C(Br)(=O)C([Br:28])=O, predict the reaction product. The product is: [Br:28][C:14]1[C:13](=[O:19])[N:12]([C:3]2[CH:4]=[C:5]([CH:10]=[CH:11][C:2]=2[Cl:1])[C:6]([O:8][CH3:9])=[O:7])[CH:17]=[CH:16][N:15]=1. (3) Given the reactants CCCCCC.C([Li])CCC.[C:12]1([C:43]2[CH:48]=[CH:47][CH:46]=[CH:45][CH:44]=2)[CH:17]=[CH:16][C:15]([C:18]2[N:23]=[C:22]([C:24]3[CH:29]=[CH:28][C:27]([C:30]4[CH:35]=[CH:34][CH:33]=[CH:32][CH:31]=4)=[CH:26][CH:25]=3)[N:21]=[C:20]([C:36]3[CH:41]=[CH:40][C:39](Br)=[CH:38][CH:37]=3)[N:19]=2)=[CH:14][CH:13]=1.Br[C:50]1[N:55]=[C:54]([C:56]2[CH:61]=[CH:60][CH:59]=[CH:58][N:57]=2)[CH:53]=[CH:52][CH:51]=1, predict the reaction product. The product is: [C:12]1([C:43]2[CH:48]=[CH:47][CH:46]=[CH:45][CH:44]=2)[CH:17]=[CH:16][C:15]([C:18]2[N:23]=[C:22]([C:24]3[CH:29]=[CH:28][C:27]([C:30]4[CH:35]=[CH:34][CH:33]=[CH:32][CH:31]=4)=[CH:26][CH:25]=3)[N:21]=[C:20]([C:36]3[CH:41]=[CH:40][C:39]([C:58]4[N:57]=[C:56]([C:54]5[CH:53]=[CH:52][CH:51]=[CH:50][N:55]=5)[CH:61]=[CH:60][CH:59]=4)=[CH:38][CH:37]=3)[N:19]=2)=[CH:14][CH:13]=1. (4) Given the reactants COC1[N:8]=[CH:7][CH:6]=CC=1.[C:9]1([CH3:17])[CH:14]=[CH:13][CH:12]=[CH:11][C:10]=1[Mg]Br.Cl[C:19]([O:21][CH2:22][C:23]1[CH:28]=[CH:27][CH:26]=[CH:25][CH:24]=1)=[O:20].[CH2:29]1[CH2:33][O:32][CH2:31][CH2:30]1, predict the reaction product. The product is: [CH2:22]([O:21][C:19]([N:8]1[CH:7]=[CH:6][C:31](=[O:32])[CH2:30][CH:29]1[CH2:33][C:10]1[CH:11]=[CH:12][CH:13]=[CH:14][C:9]=1[CH3:17])=[O:20])[C:23]1[CH:28]=[CH:27][CH:26]=[CH:25][CH:24]=1. (5) Given the reactants [Cl:1][C:2]1[C:3]([CH2:12][O:13][C:14]2[CH:19]=[CH:18][C:17]([O:20][C:21]([F:24])([F:23])[F:22])=[C:16]([Cl:25])[CH:15]=2)=[CH:4][C:5]2[O:9][N:8]=[C:7]([NH2:10])[C:6]=2[CH:11]=1.[CH3:26][S:27](Cl)(=[O:29])=[O:28].C(N(CC)CC)C, predict the reaction product. The product is: [Cl:1][C:2]1[C:3]([CH2:12][O:13][C:14]2[CH:19]=[CH:18][C:17]([O:20][C:21]([F:22])([F:23])[F:24])=[C:16]([Cl:25])[CH:15]=2)=[CH:4][C:5]2[O:9][N:8]=[C:7]([NH:10][S:27]([CH3:26])(=[O:29])=[O:28])[C:6]=2[CH:11]=1. (6) Given the reactants C([O:4][CH2:5][C:6]1[N:10]([C:11]2[CH:16]=[C:15]([C:17]([F:20])([F:19])[F:18])[CH:14]=[C:13]([C:21]#[N:22])[CH:12]=2)[N:9]=[N:8][N:7]=1)(=O)C.[OH2:23].[OH-].[Li+], predict the reaction product. The product is: [OH:4][CH2:5][C:6]1[N:10]([C:11]2[CH:12]=[C:13]([CH:14]=[C:15]([C:17]([F:20])([F:19])[F:18])[CH:16]=2)[C:21]([NH2:22])=[O:23])[N:9]=[N:8][N:7]=1. (7) Given the reactants [CH2:1]([O:3][C:4]([C:6]1[CH:10]=[C:9]([O:11][CH:12]2[C:17](=O)[CH2:16][CH2:15][O:14][CH2:13]2)[NH:8][N:7]=1)=[O:5])[CH3:2].CS(O)(=O)=O, predict the reaction product. The product is: [N:7]1[N:8]2[C:9]([O:11][C:12]3[CH2:13][O:14][CH2:15][CH2:16][C:17]=32)=[CH:10][C:6]=1[C:4]([O:3][CH2:1][CH3:2])=[O:5].